From a dataset of Full USPTO retrosynthesis dataset with 1.9M reactions from patents (1976-2016). Predict the reactants needed to synthesize the given product. (1) Given the product [CH2:14]([O:13][C:12]1[C:11](=[O:21])[N:10]=[C:9]([CH2:22][C:23]2([C:30]3[CH:31]=[CH:32][CH:33]=[CH:34][CH:35]=3)[CH2:28][CH2:27][C:26](=[O:29])[CH2:25][CH2:24]2)[N:8]2[CH2:2][CH2:3][N:4]([CH:36]([CH3:38])[CH3:37])[C:5](=[O:6])[C:7]=12)[C:15]1[CH:20]=[CH:19][CH:18]=[CH:17][CH:16]=1, predict the reactants needed to synthesize it. The reactants are: O[CH2:2][CH2:3][N:4]([CH:36]([CH3:38])[CH3:37])[C:5]([C:7]1[C:12]([O:13][CH2:14][C:15]2[CH:20]=[CH:19][CH:18]=[CH:17][CH:16]=2)=[C:11]([OH:21])[N:10]=[C:9]([CH2:22][C:23]2([C:30]3[CH:35]=[CH:34][CH:33]=[CH:32][CH:31]=3)[CH2:28][CH2:27][C:26](=[O:29])[CH2:25][CH2:24]2)[N:8]=1)=[O:6].C1(P(C2C=CC=CC=2)C2C=CC=CC=2)C=CC=CC=1.N(C(OC(C)C)=O)=NC(OC(C)C)=O.CO. (2) Given the product [CH3:1][C@H:2]1[N:7]2[C:8]3[CH:9]=[C:10]([C:15]([F:17])([F:16])[F:18])[CH:11]=[CH:12][C:13]=3[CH:14]=[C:6]2[CH2:5][NH:4][CH2:3]1, predict the reactants needed to synthesize it. The reactants are: [CH3:1][C@H:2]1[N:7]2[C:8]3[CH:9]=[C:10]([C:15]([F:18])([F:17])[F:16])[CH:11]=[CH:12][C:13]=3[CH:14]=[C:6]2[C:5](=O)[NH:4][CH2:3]1.[H-].[Al+3].[Li+].[H-].[H-].[H-].O.[OH-].[Na+]. (3) Given the product [Br:59][C:57]1[CH:56]=[N:55][C:54]2=[CH:60][N:51]([CH2:50][C:47]([NH:46][C:4](=[O:6])[C:3]3[CH:7]=[CH:8][C:9]([O:11][C:12]([F:15])([F:14])[F:13])=[CH:10][C:2]=3[F:1])([C:48]#[N:49])[CH3:61])[N:52]=[C:53]2[CH:58]=1, predict the reactants needed to synthesize it. The reactants are: [F:1][C:2]1[CH:10]=[C:9]([O:11][C:12]([F:15])([F:14])[F:13])[CH:8]=[CH:7][C:3]=1[C:4]([OH:6])=O.Cl.C(N=C=NCCCN(C)C)C.O.ON1C2C=CC=CC=2N=N1.CN1CCOCC1.[NH2:46][C:47]([CH3:61])([CH2:50][N:51]1[CH:60]=[C:54]2[N:55]=[CH:56][C:57]([Br:59])=[CH:58][C:53]2=[N:52]1)[C:48]#[N:49]. (4) Given the product [CH2:7]([C:3]1([C:4]([OH:6])=[O:5])[CH2:9][O:10][C:13]([CH3:15])([CH3:14])[O:1][CH2:2]1)[CH3:8], predict the reactants needed to synthesize it. The reactants are: [OH:1][CH2:2][C:3]([CH2:9][OH:10])([CH2:7][CH3:8])[C:4]([OH:6])=[O:5].CO[C:13](OC)([CH3:15])[CH3:14].CC1C=CC(S([O-])(=O)=O)=CC=1.C1C=C[NH+]=CC=1. (5) The reactants are: Cl.Cl.[C@H:3]1([CH2:13][N:14]2[CH2:19][CH2:18][CH:17]([NH:20][C:21]([C:23]3[NH:24][C:25]4[C:30]([CH:31]=3)=[C:29]([O:32][CH2:33][C:34]3[C:38]5[CH:39]=[CH:40][CH:41]=[CH:42][C:37]=5[O:36][CH:35]=3)[CH:28]=[CH:27][CH:26]=4)=[O:22])[CH2:16][CH2:15]2)[C@@H]2N(CCCC2)CCC1.Cl.Cl.Cl.NC1CCN(CC[N:55]2[CH2:60][CH2:59][C@H:58]([OH:61])[C@@H:57]([CH3:62])[CH2:56]2)CC1. Given the product [OH:61][C@H:58]1[CH2:59][CH2:60][N:55]([CH2:3][CH2:13][N:14]2[CH2:15][CH2:16][CH:17]([NH:20][C:21]([C:23]3[NH:24][C:25]4[C:30]([CH:31]=3)=[C:29]([O:32][CH2:33][C:34]3[C:38]5[CH:39]=[CH:40][CH:41]=[CH:42][C:37]=5[O:36][CH:35]=3)[CH:28]=[CH:27][CH:26]=4)=[O:22])[CH2:18][CH2:19]2)[CH2:56][C@@H:57]1[CH3:62], predict the reactants needed to synthesize it. (6) Given the product [Cl:1][C:2]1[CH:3]=[C:4]([F:17])[C:5]([N:8]2[C:18](=[O:19])[C:22]([CH3:23])=[C:11]([C:12]([F:15])([F:14])[F:13])[CH:10]=[N:9]2)=[N:6][CH:7]=1, predict the reactants needed to synthesize it. The reactants are: [Cl:1][C:2]1[CH:3]=[C:4]([F:17])[C:5]([NH:8][N:9]=[CH:10][C:11](=O)[C:12]([F:15])([F:14])[F:13])=[N:6][CH:7]=1.[C:18]([C:22](=P(C1C=CC=CC=1)(C1C=CC=CC=1)C1C=CC=CC=1)[CH3:23])(OC)=[O:19]. (7) Given the product [Br:10][CH2:11][CH2:12][CH2:13][S:9][C:4]1[CH:3]=[C:2]([F:1])[CH:7]=[C:6]([F:8])[CH:5]=1, predict the reactants needed to synthesize it. The reactants are: [F:1][C:2]1[CH:3]=[C:4]([SH:9])[CH:5]=[C:6]([F:8])[CH:7]=1.[Br:10][CH2:11][CH2:12][CH2:13]O.C(=O)([O-])[O-].[K+].[K+].[Br-].[Br-].C1(P(C2C=CC=CC=2)C2C=CC=CC=2)C=CC=CC=1. (8) Given the product [Cl:17][C:18]1[CH:23]=[CH:22][C:21]([NH:24][C:25]([NH:16][C:13]2[CH:14]=[CH:15][C:10]([O:9][C:5]3[CH:4]=[C:3]([S:2][CH3:1])[N:8]=[CH:7][N:6]=3)=[CH:11][CH:12]=2)=[O:26])=[CH:20][C:19]=1[C:27]([F:28])([F:29])[F:30], predict the reactants needed to synthesize it. The reactants are: [CH3:1][S:2][C:3]1[N:8]=[CH:7][N:6]=[C:5]([O:9][C:10]2[CH:15]=[CH:14][C:13]([NH2:16])=[CH:12][CH:11]=2)[CH:4]=1.[Cl:17][C:18]1[CH:23]=[CH:22][C:21]([N:24]=[C:25]=[O:26])=[CH:20][C:19]=1[C:27]([F:30])([F:29])[F:28].